Dataset: Acute oral toxicity (LD50) regression data from Zhu et al.. Task: Regression/Classification. Given a drug SMILES string, predict its toxicity properties. Task type varies by dataset: regression for continuous values (e.g., LD50, hERG inhibition percentage) or binary classification for toxic/non-toxic outcomes (e.g., AMES mutagenicity, cardiotoxicity, hepatotoxicity). Dataset: ld50_zhu. (1) The drug is Cc1cccc(C)c1NC(=O)C1(N(C)C)CCN(C2CCCCC2O)CC1. The rat oral LD50 is 4.89, given as -log10 of the dose in mol/kg body weight (higher means more acutely toxic). (2) The compound is O=c1[nH]nc(-c2ccccc2)c2conc12. The rat oral LD50 is 2.33, given as -log10 of the dose in mol/kg body weight (higher means more acutely toxic). (3) The compound is CCCN(CCC)C(=O)SCc1ccccc1. The rat oral LD50 is 2.14, given as -log10 of the dose in mol/kg body weight (higher means more acutely toxic). (4) The molecule is CC(C)CCON=O. The rat oral LD50 is 2.37, given as -log10 of the dose in mol/kg body weight (higher means more acutely toxic). (5) The molecule is Fc1c(Cl)c(F)c2nc(C(F)(F)F)[nH]c2c1Cl. The rat oral LD50 is 5.24, given as -log10 of the dose in mol/kg body weight (higher means more acutely toxic).